Predict the product of the given reaction. From a dataset of Forward reaction prediction with 1.9M reactions from USPTO patents (1976-2016). (1) Given the reactants [CH2:1]([N+:8]1[C:16]2[C:11](=[CH:12][C:13]([S:17]([O-:20])(=[O:19])=[O:18])=[CH:14][CH:15]=2)[C:10]([CH3:29])([CH2:21][CH2:22][CH2:23][CH2:24][S:25]([OH:28])(=[O:27])=[O:26])[C:9]=1[CH3:30])[C:2]1[CH:7]=[CH:6][CH:5]=[CH:4][CH:3]=1.[C:31]([CH2:34][CH2:35][CH2:36][CH2:37][CH2:38][N+:39]1[C:47]2[C:42](=[CH:43][C:44]([S:48]([O-:51])(=[O:50])=[O:49])=[CH:45][CH:46]=2)[C:41]([CH3:60])([CH2:52][CH2:53][CH2:54][CH2:55][S:56]([OH:59])(=[O:58])=[O:57])[C:40]=1[CH3:61])([OH:33])=[O:32].C(O)(=O)C.N1C=C[CH:69]=[CH:68][CH:67]=1.C(OC(=O)C)(=O)C, predict the reaction product. The product is: [CH2:1]([N+:8]1[C:16]2[C:11](=[CH:12][C:13]([S:17]([O-:20])(=[O:18])=[O:19])=[CH:14][CH:15]=2)[C:10]([CH3:29])([CH2:21][CH2:22][CH2:23][CH2:24][S:25]([OH:28])(=[O:27])=[O:26])[C:9]=1/[CH:30]=[CH:69]/[CH:68]=[CH:67]/[CH:61]=[C:40]1/[N:39]([CH2:38][CH2:37][CH2:36][CH2:35][CH2:34][C:31]([OH:33])=[O:32])[C:47]2[C:42]([C:41]/1([CH3:60])[CH2:52][CH2:53][CH2:54][CH2:55][S:56]([OH:59])(=[O:57])=[O:58])=[CH:43][C:44]([S:48]([OH:51])(=[O:50])=[O:49])=[CH:45][CH:46]=2)[C:2]1[CH:3]=[CH:4][CH:5]=[CH:6][CH:7]=1. (2) Given the reactants [Cl-].[Al+3].[Cl-].[Cl-].[H-].[H-].[H-].[H-].[Li+].[Al+3].[OH-].[K+].[CH2:13]([N:20]1[CH2:42][CH2:41][C:23]2([NH:27][C:26](=[O:28])[N:25]([C:29]3[CH:34]=[CH:33][C:32]([O:35][C:36]([F:39])([F:38])[F:37])=[CH:31][CH:30]=3)[C:24]2=O)[CH2:22][CH2:21]1)[C:14]1[CH:19]=[CH:18][CH:17]=[CH:16][CH:15]=1, predict the reaction product. The product is: [CH2:13]([N:20]1[CH2:21][CH2:22][C:23]2([NH:27][C:26](=[O:28])[N:25]([C:29]3[CH:34]=[CH:33][C:32]([O:35][C:36]([F:37])([F:38])[F:39])=[CH:31][CH:30]=3)[CH2:24]2)[CH2:41][CH2:42]1)[C:14]1[CH:19]=[CH:18][CH:17]=[CH:16][CH:15]=1.